The task is: Predict the reaction yield, written as a fraction of the theoretical maximum amount of product (1.0 means a 100% yield; for example, 0.34 means a 34% yield).. This data is from Reaction yield outcomes from USPTO patents with 853,638 reactions. (1) The reactants are CC(C)([O-])C.[K+].C([O:9][C:10](=O)[CH2:11][N:12]([CH2:14][CH2:15][C:16](=[O:42])[NH:17][C:18]1[CH:23]=[CH:22][C:21]([CH2:24][CH2:25][CH2:26][N:27]2[CH2:32][CH2:31][N:30]([C:33]3[C:37]4[CH:38]=[CH:39][CH:40]=[CH:41][C:36]=4[S:35][N:34]=3)[CH2:29][CH2:28]2)=[CH:20][CH:19]=1)[CH3:13])C.O.Cl. The catalyst is O1CCCC1. The product is [S:35]1[C:36]2[CH:41]=[CH:40][CH:39]=[CH:38][C:37]=2[C:33]([N:30]2[CH2:31][CH2:32][N:27]([CH2:26][CH2:25][CH2:24][C:21]3[CH:20]=[CH:19][C:18]([NH:17][C:16]([CH:15]4[C:10](=[O:9])[CH2:11][N:12]([CH3:13])[CH2:14]4)=[O:42])=[CH:23][CH:22]=3)[CH2:28][CH2:29]2)=[N:34]1. The yield is 0.700. (2) The reactants are [C:1]([C:3]1[CH:8]=[CH:7][C:6]([C:9]2([O:12][CH:13]([CH3:15])[CH3:14])[CH2:11][CH2:10]2)=[CH:5][CH:4]=1)#[CH:2].[CH2:16]([O:18][C:19](=[O:27])[C:20]1[CH:25]=[CH:24][C:23](I)=[CH:22][CH:21]=1)[CH3:17]. The catalyst is C(N(CC)CC)C.[Cu]I.Cl[Pd](Cl)([P](C1C=CC=CC=1)(C1C=CC=CC=1)C1C=CC=CC=1)[P](C1C=CC=CC=1)(C1C=CC=CC=1)C1C=CC=CC=1. The product is [CH:13]([O:12][C:9]1([C:6]2[CH:7]=[CH:8][C:3]([C:1]#[C:2][C:23]3[CH:24]=[CH:25][C:20]([C:19]([O:18][CH2:16][CH3:17])=[O:27])=[CH:21][CH:22]=3)=[CH:4][CH:5]=2)[CH2:10][CH2:11]1)([CH3:15])[CH3:14]. The yield is 0.760. (3) The reactants are [CH3:1][N:2]([CH2:22][C:23]1[N:24]([CH3:32])[C:25]2[C:30]([CH:31]=1)=[CH:29][CH:28]=[CH:27][CH:26]=2)[C:3](/[CH:5]=[CH:6]/[C:7]1[CH:21]=[N:20][C:10]2[NH:11][C:12](=[O:19])[N:13]([CH2:15][C:16](O)=[O:17])[CH2:14][C:9]=2[CH:8]=1)=[O:4].[ClH:33].C[N:35]1[CH2:41][C:40]2C=C(/C=C/C(O)=O)C=N[C:39]=2[NH:38][C:37](=O)[CH2:36]1.CN1CCNCC1.CNCC1C=CC2C(=CC=CC=2)C=1CCC. No catalyst specified. The product is [ClH:33].[CH3:1][N:2]([CH2:22][C:23]1[N:24]([CH3:32])[C:25]2[C:30]([CH:31]=1)=[CH:29][CH:28]=[CH:27][CH:26]=2)[C:3](=[O:4])/[CH:5]=[CH:6]/[C:7]1[CH:21]=[N:20][C:10]2[NH:11][C:12](=[O:19])[N:13]([CH2:15][C:16]([N:35]3[CH2:36][CH2:37][N:38]([CH3:39])[CH2:40][CH2:41]3)=[O:17])[CH2:14][C:9]=2[CH:8]=1. The yield is 0.430. (4) The catalyst is O1CCCC1.C(OCC)(=O)C. The product is [CH2:20]([O:19][C:17](=[O:18])[NH:8][C:4]1[CH:5]=[CH:6][CH:7]=[C:2]([F:1])[CH:3]=1)[C:21]1[CH:26]=[CH:25][CH:24]=[CH:23][CH:22]=1. The reactants are [F:1][C:2]1[CH:3]=[C:4]([NH2:8])[CH:5]=[CH:6][CH:7]=1.C(=O)([O-])[O-].[K+].[K+].O.Cl[C:17]([O:19][CH2:20][C:21]1[CH:26]=[CH:25][CH:24]=[CH:23][CH:22]=1)=[O:18]. The yield is 0.950.